From a dataset of Catalyst prediction with 721,799 reactions and 888 catalyst types from USPTO. Predict which catalyst facilitates the given reaction. Reactant: [F:1][C:2]1[CH:11]=[C:10]2[C:5]([N:6]=[CH:7][C:8](=[O:30])[N:9]2[CH2:12][CH2:13][N:14]2[CH2:19][CH2:18][CH:17]([OH:20])[CH:16]([CH2:21][NH:22][C:23](=[O:29])[O:24][C:25]([CH3:28])([CH3:27])[CH3:26])[CH2:15]2)=[CH:4][CH:3]=1.CC(OI1(OC(C)=O)(OC(C)=O)OC(=O)C2C=CC=CC1=2)=O.S([O-])([O-])=O.[Na+].[Na+].C(=O)(O)[O-].[Na+]. Product: [F:1][C:2]1[CH:11]=[C:10]2[C:5]([N:6]=[CH:7][C:8](=[O:30])[N:9]2[CH2:12][CH2:13][N:14]2[CH2:19][CH2:18][C:17](=[O:20])[CH:16]([CH2:21][NH:22][C:23](=[O:29])[O:24][C:25]([CH3:26])([CH3:27])[CH3:28])[CH2:15]2)=[CH:4][CH:3]=1. The catalyst class is: 4.